From a dataset of Full USPTO retrosynthesis dataset with 1.9M reactions from patents (1976-2016). Predict the reactants needed to synthesize the given product. (1) Given the product [CH3:1][O:2][C:3]([C:5]1[N:10]=[C:9]([CH3:23])[C:8]2[C:12]([C:15]3[CH:20]=[CH:19][C:18]([F:21])=[CH:17][CH:16]=3)=[CH:13][S:14][C:7]=2[C:6]=1[OH:22])=[O:4], predict the reactants needed to synthesize it. The reactants are: [CH3:1][O:2][C:3]([C:5]1[N:10]=[C:9](Br)[C:8]2[C:12]([C:15]3[CH:20]=[CH:19][C:18]([F:21])=[CH:17][CH:16]=3)=[CH:13][S:14][C:7]=2[C:6]=1[OH:22])=[O:4].[CH3:23]C1(C)CCCB(C)O1.C(=O)([O-])[O-].[K+].[K+]. (2) Given the product [F:37][CH:2]([F:1])[C:3]1[N:7]([C:8]2[N:13]=[C:12]([N:14]3[CH2:15][CH2:16][O:17][CH2:18][CH2:19]3)[N:11]=[C:10]([N:20]3[CH2:21][CH2:22][N:23]([S:26]([CH2:29][CH2:30][N:40]([CH2:41][CH3:42])[CH2:38][CH3:39])(=[O:28])=[O:27])[CH2:24][CH2:25]3)[N:9]=2)[C:6]2[CH:31]=[CH:32][CH:33]=[C:34]([O:35][CH3:36])[C:5]=2[N:4]=1, predict the reactants needed to synthesize it. The reactants are: [F:1][CH:2]([F:37])[C:3]1[N:7]([C:8]2[N:13]=[C:12]([N:14]3[CH2:19][CH2:18][O:17][CH2:16][CH2:15]3)[N:11]=[C:10]([N:20]3[CH2:25][CH2:24][N:23]([S:26]([CH:29]=[CH2:30])(=[O:28])=[O:27])[CH2:22][CH2:21]3)[N:9]=2)[C:6]2[CH:31]=[CH:32][CH:33]=[C:34]([O:35][CH3:36])[C:5]=2[N:4]=1.[CH2:38]([NH:40][CH2:41][CH3:42])[CH3:39].O1CCOCC1. (3) Given the product [CH2:20]([O:27][C:28]1[CH:33]=[CH:32][N:31]([C:34]2[CH:41]=[CH:40][CH:39]=[CH:38][C:35]=2[C:36]#[N:37])[C:30](=[O:42])[C:29]=1[Br:43])[C:21]1[CH:22]=[CH:23][CH:24]=[CH:25][CH:26]=1, predict the reactants needed to synthesize it. The reactants are: BrC1C(=O)NC(C)=CC=1OCC1C=CC(F)=CC=1F.[CH2:20]([O:27][C:28]1[CH:33]=[CH:32][N:31]([C:34]2[CH:41]=[CH:40][CH:39]=[CH:38][C:35]=2[C:36]#[N:37])[C:30](=[O:42])[C:29]=1[Br:43])[C:21]1[CH:26]=[CH:25][CH:24]=[CH:23][CH:22]=1.C(=O)([O-])[O-].[Cs+].[Cs+].FC1C=CC(C#N)=CC=1.